From a dataset of Full USPTO retrosynthesis dataset with 1.9M reactions from patents (1976-2016). Predict the reactants needed to synthesize the given product. (1) Given the product [C:1]([NH:5][S:6]([C:9]1[CH:14]=[CH:13][CH:12]=[C:11]([C:15]2[N:23]3[C:18]([CH:19]=[N:20][C:21]([NH:34][C:30]4[CH:29]=[C:28]5[C:33](=[CH:32][CH:31]=4)[NH:25][N:26]=[CH:27]5)=[N:22]3)=[CH:17][CH:16]=2)[CH:10]=1)(=[O:8])=[O:7])([CH3:4])([CH3:3])[CH3:2], predict the reactants needed to synthesize it. The reactants are: [C:1]([NH:5][S:6]([C:9]1[CH:14]=[CH:13][CH:12]=[C:11]([C:15]2[N:23]3[C:18]([CH:19]=[N:20][C:21](O)=[N:22]3)=[CH:17][CH:16]=2)[CH:10]=1)(=[O:8])=[O:7])([CH3:4])([CH3:3])[CH3:2].[NH:25]1[C:33]2[C:28](=[CH:29][C:30]([NH2:34])=[CH:31][CH:32]=2)[CH:27]=[N:26]1.CN1C2C(=CC=C(N)C=2)C=N1.CN1C2C(=CC(N)=CC=2)C=N1. (2) Given the product [CH:1]([N:4]1[CH:8]=[C:7]([C:9]2[C:13]3[C:14]([O:18][CH3:19])=[N:15][CH:16]=[CH:17][C:12]=3[N:11]([C:20]([C:27]3[CH:28]=[CH:29][CH:30]=[CH:31][CH:32]=3)([C:21]3[CH:26]=[CH:25][CH:24]=[CH:23][CH:22]=3)[C:33]3[CH:34]=[CH:35][CH:36]=[CH:37][CH:38]=3)[N:10]=2)[CH:6]=[C:5]1[C:39]([O:41][CH:43]([CH3:45])[CH3:44])=[O:40])([CH3:3])[CH3:2], predict the reactants needed to synthesize it. The reactants are: [CH:1]([N:4]1[CH:8]=[C:7]([C:9]2[C:13]3[C:14]([O:18][CH3:19])=[N:15][CH:16]=[CH:17][C:12]=3[N:11]([C:20]([C:33]3[CH:38]=[CH:37][CH:36]=[CH:35][CH:34]=3)([C:27]3[CH:32]=[CH:31][CH:30]=[CH:29][CH:28]=3)[C:21]3[CH:26]=[CH:25][CH:24]=[CH:23][CH:22]=3)[N:10]=2)[CH:6]=[C:5]1[C:39]([OH:41])=[O:40])([CH3:3])[CH3:2].I[CH:43]([CH3:45])[CH3:44].C([O-])([O-])=O.[Cs+].[Cs+].C(OCC)(=O)C. (3) Given the product [CH2:30]([C:2]1[C:7]([C:8]([O:10][CH3:11])=[O:9])=[CH:6][CH:5]=[CH:4][C:3]=1[N:12]([CH2:26][CH3:27])[CH:13]1[CH2:18][CH2:17][N:16]([C:19]([O:21][C:22]([CH3:25])([CH3:24])[CH3:23])=[O:20])[CH2:15][CH2:14]1)[CH:29]=[CH2:28], predict the reactants needed to synthesize it. The reactants are: Br[C:2]1[C:7]([C:8]([O:10][CH3:11])=[O:9])=[CH:6][CH:5]=[CH:4][C:3]=1[N:12]([CH2:26][CH3:27])[CH:13]1[CH2:18][CH2:17][N:16]([C:19]([O:21][C:22]([CH3:25])([CH3:24])[CH3:23])=[O:20])[CH2:15][CH2:14]1.[CH2:28]([Sn](CCCC)(CCCC)CCCC)[CH:29]=[CH2:30].[Cl-].[Li+].C(Cl)Cl.[F-].[Cs+].